This data is from Reaction yield outcomes from USPTO patents with 853,638 reactions. The task is: Predict the reaction yield, written as a fraction of the theoretical maximum amount of product (1.0 means a 100% yield; for example, 0.34 means a 34% yield). (1) The reactants are [C:1]([CH:4]1[C:9](=[O:10])[CH2:8][CH:7]([CH3:11])[CH2:6][C:5]1=[O:12])(=[O:3])[CH3:2].II.[CH3:15]O. No catalyst specified. The product is [OH:12][C:5]1[CH:6]=[C:7]([CH3:11])[CH:8]=[C:9]([O:10][CH3:15])[C:4]=1[C:1](=[O:3])[CH3:2]. The yield is 0.530. (2) The reactants are [CH:1]1([NH:4][S:5]([C:8]2[CH:13]=[CH:12][C:11]([F:14])=[C:10]([N+:15]([O-])=O)[CH:9]=2)(=[O:7])=[O:6])[CH2:3][CH2:2]1. The catalyst is CCO.[Pd]. The product is [CH:1]1([NH:4][S:5]([C:8]2[CH:13]=[CH:12][C:11]([F:14])=[C:10]([NH2:15])[CH:9]=2)(=[O:7])=[O:6])[CH2:3][CH2:2]1. The yield is 0.950. (3) The product is [CH3:51][O:55][C:29]1[CH:28]=[C:27]([N:30]2[CH2:31][CH2:32][O:33][CH2:34][CH2:35]2)[CH:26]=[CH:25][C:24]=1[NH:23][C:21]([C:18]1[O:19][C:20]2[C:15]([C:16](=[O:36])[CH:17]=1)=[CH:14][CH:13]=[CH:12][C:11]=2[N:85]1[CH2:74][CH2:73][N:72]([CH3:75])[CH2:70][CH2:71]1)=[O:22]. The reactants are CN1CCN(C2C=C[C:11]3[C:12](C=2)=[CH:13][CH:14]=[C:15]2[C:20]=3[O:19][C:18]([C:21]([NH:23][C:24]3[CH:29]=[CH:28][C:27]([N:30]4[CH2:35][CH2:34][O:33][CH2:32][CH2:31]4)=[CH:26][CH:25]=3)=[O:22])=[CH:17][C:16]2=[O:36])CC1.C1C=CC2N(O)N=NC=2C=1.CN([C:51]([O:55]N1N=NC2C=CC=CC1=2)=[N+](C)C)C.[B-](F)(F)(F)F.[CH2:70]([N:72]([CH2:75]C)[CH2:73][CH3:74])[CH3:71].COC1C=C([N:85]2CCOCC2)C=CC=1N. The catalyst is CN(C)C1C=CN=CC=1.CN(C)C=O.C(OCC)(=O)C. The yield is 0.540.